Dataset: Full USPTO retrosynthesis dataset with 1.9M reactions from patents (1976-2016). Task: Predict the reactants needed to synthesize the given product. (1) Given the product [NH:14]1[C:18]2[CH:19]=[CH:20][CH:21]=[CH:22][C:17]=2[N:16]=[C:15]1[C@H:23]1[CH2:28][CH2:27][CH2:26][C@@H:25]([NH:29][C:2]([NH:1][C:4]2[CH:5]=[CH:6][C:7]([C:10]([F:11])([F:12])[F:13])=[CH:8][CH:9]=2)=[O:3])[CH2:24]1, predict the reactants needed to synthesize it. The reactants are: [N:1]([C:4]1[CH:9]=[CH:8][C:7]([C:10]([F:13])([F:12])[F:11])=[CH:6][CH:5]=1)=[C:2]=[O:3].[NH:14]1[C:18]2[CH:19]=[CH:20][CH:21]=[CH:22][C:17]=2[N:16]=[C:15]1[C@H:23]1[CH2:28][CH2:27][CH2:26][C@@H:25]([NH2:29])[CH2:24]1.C(N(CC)CC)C. (2) Given the product [C:5]([O:4][CH2:1][C:2]1[CH:17]=[CH:16][CH:15]=[C:14]([N+:18]([O-:20])=[O:19])[C:11]=1[C:12]#[N:13])(=[O:7])[CH3:6], predict the reactants needed to synthesize it. The reactants are: [C:1]([O:4][C:5](=[O:7])[CH3:6])(=O)[CH3:2].OCC1[CH:17]=[CH:16][CH:15]=[C:14]([N+:18]([O-:20])=[O:19])[C:11]=1[C:12]#[N:13].N1C=CC=CC=1. (3) Given the product [Br:15][C:2]1[C:11]2[C:6](=[CH:7][CH:8]=[C:9]([C:12]#[N:13])[CH:10]=2)[N:5]=[CH:4][CH:3]=1, predict the reactants needed to synthesize it. The reactants are: O=[C:2]1[C:11]2[C:6](=[CH:7][CH:8]=[C:9]([C:12]#[N:13])[CH:10]=2)[NH:5][CH:4]=[CH:3]1.P(Br)(Br)[Br:15]. (4) The reactants are: [OH:1][C:2]1[CH:3]=[C:4]([C:8]2[C:17]3[C:12](=[C:13]([C:18]([F:21])([F:20])[F:19])[CH:14]=[CH:15][CH:16]=3)[N:11]=[CH:10][C:9]=2[C:22]([C:24]2[CH:29]=[CH:28][CH:27]=[CH:26][CH:25]=2)=[O:23])[CH:5]=[CH:6][CH:7]=1.C[O:31][C:32](=[O:43])[C:33]1[CH:38]=[CH:37][C:36]([CH2:39]Br)=[C:35]([O:41][CH3:42])[CH:34]=1.[OH-].[Na+]. Given the product [C:22]([C:9]1[CH:10]=[N:11][C:12]2[C:17]([C:8]=1[C:4]1[CH:3]=[C:2]([CH:7]=[CH:6][CH:5]=1)[O:1][CH2:39][C:36]1[CH:37]=[CH:38][C:33]([C:32]([OH:43])=[O:31])=[CH:34][C:35]=1[O:41][CH3:42])=[CH:16][CH:15]=[CH:14][C:13]=2[C:18]([F:21])([F:19])[F:20])(=[O:23])[C:24]1[CH:25]=[CH:26][CH:27]=[CH:28][CH:29]=1, predict the reactants needed to synthesize it.